From a dataset of Reaction yield outcomes from USPTO patents with 853,638 reactions. Predict the reaction yield, written as a fraction of the theoretical maximum amount of product (1.0 means a 100% yield; for example, 0.34 means a 34% yield). The reactants are Cl[C:2]1[CH:3]=[CH:4][C:5]2[C:6]([N:12]=1)=[N:7][C:8]([NH2:11])=[CH:9][N:10]=2.[CH3:13][O:14][C:15]1[CH:20]=[C:19](B2OC(C)(C)C(C)(C)O2)[CH:18]=[CH:17][C:16]=1[OH:30].C(=O)([O-])[O-].[Na+].[Na+]. The catalyst is COCCOC.O.FC1(F)C(F)(C(F)(F)F)C(F)(F)C(F)(F)C(F)(F)C1(F)F. The product is [NH2:11][C:8]1[N:7]=[C:6]2[N:12]=[C:2]([C:19]3[CH:18]=[CH:17][C:16]([OH:30])=[C:15]([O:14][CH3:13])[CH:20]=3)[CH:3]=[CH:4][C:5]2=[N:10][CH:9]=1. The yield is 0.802.